This data is from Orexin1 receptor HTS with 218,158 compounds and 233 confirmed actives. The task is: Binary Classification. Given a drug SMILES string, predict its activity (active/inactive) in a high-throughput screening assay against a specified biological target. (1) The molecule is S=C(NC(=O)CCCC)Nc1cc(NC(=O)c2ccccc2)ccc1. The result is 0 (inactive). (2) The compound is S(c1[nH]c2c(n1)cccc2)CC(=O)NNC(=S)NCC. The result is 0 (inactive). (3) The compound is O=C(NC1CCN(CC1)C(=O)Nc1ccc(OCC)cc1)C(NC(=O)C)Cc1cc(OC)c(OC)cc1. The result is 0 (inactive). (4) The result is 0 (inactive). The molecule is s1c2cc(NC(=O)C3Oc4c(OC3)cccc4)ccc2nc1C. (5) The drug is o1c(c(c(c1NC(=O)CCN1C(=O)c2c(C1=O)cccc2)C#N)c1ccccc1)c1ccccc1. The result is 0 (inactive). (6) The molecule is Clc1c(CSCCC(=O)NC2CCCC2)cccc1. The result is 0 (inactive).